From a dataset of Peptide-MHC class I binding affinity with 185,985 pairs from IEDB/IMGT. Regression. Given a peptide amino acid sequence and an MHC pseudo amino acid sequence, predict their binding affinity value. This is MHC class I binding data. (1) The MHC is HLA-B58:01 with pseudo-sequence HLA-B58:01. The peptide sequence is YTAVKPLVY. The binding affinity (normalized) is 0.367. (2) The peptide sequence is TDSQYALGI. The MHC is H-2-Kk with pseudo-sequence H-2-Kk. The binding affinity (normalized) is 0.614. (3) The peptide sequence is KQIPIWLPL. The MHC is HLA-B40:01 with pseudo-sequence HLA-B40:01. The binding affinity (normalized) is 1.00. (4) The peptide sequence is QLYRPLEACY. The MHC is Mamu-A02 with pseudo-sequence Mamu-A02. The binding affinity (normalized) is 0.119.